This data is from Forward reaction prediction with 1.9M reactions from USPTO patents (1976-2016). The task is: Predict the product of the given reaction. (1) The product is: [CH3:26][O:27][C:7](=[O:16])[C:8]1[CH:9]=[CH:10][CH:11]=[CH:12][C:13]=1[C:14]([N:6]1[CH2:2][C@@:3]([OH:18])([CH3:17])[CH2:4][O:5]1)=[O:15]. Given the reactants Cl[CH2:2][C@@:3]([OH:18])([CH3:17])[CH2:4][O:5][N:6]1[C:14](=[O:15])[C:13]2[C:8](=[CH:9][CH:10]=[CH:11][CH:12]=2)[C:7]1=[O:16].C(N(CC)CC)C.[CH3:26][OH:27], predict the reaction product. (2) Given the reactants Cl[C:2]1[N:7]=[C:6]([NH:8][C@@H:9]2[CH2:14][CH2:13][CH2:12][CH2:11][C@@H:10]2[NH:15][C:16](=[O:22])[O:17][C:18]([CH3:21])([CH3:20])[CH3:19])[CH:5]=[N:4][C:3]=1[C:23]#[N:24].[N:25]1[CH:30]=[CH:29][CH:28]=[N:27][C:26]=1[C:31]1[CH:32]=[C:33]([CH:35]=[CH:36][CH:37]=1)[NH2:34].C([O-])([O-])=O.[K+].[K+].C1C=CC(P(C2C(C3C(P(C4C=CC=CC=4)C4C=CC=CC=4)=CC=C4C=3C=CC=C4)=C3C(C=CC=C3)=CC=2)C2C=CC=CC=2)=CC=1, predict the reaction product. The product is: [C:23]([C:3]1[N:4]=[CH:5][C:6]([NH:8][C@@H:9]2[CH2:14][CH2:13][CH2:12][CH2:11][C@@H:10]2[NH:15][C:16](=[O:22])[O:17][C:18]([CH3:21])([CH3:20])[CH3:19])=[N:7][C:2]=1[NH:34][C:33]1[CH:35]=[CH:36][CH:37]=[C:31]([C:26]2[N:25]=[CH:30][CH:29]=[CH:28][N:27]=2)[CH:32]=1)#[N:24]. (3) Given the reactants [CH3:1][C:2]1[CH:7]=[C:6]([N:8]2[CH2:12][CH2:11][CH:10]([N:13]3[CH2:17][CH2:16][CH2:15][CH:14]3[CH3:18])[CH2:9]2)[CH:5]=[CH:4][C:3]=1[NH2:19].[C:20]([N:23]1[CH2:28][CH2:27][CH2:26][CH:25]([C:29]2[CH:37]=[CH:36][C:32]([C:33](O)=[O:34])=[CH:31][CH:30]=2)[CH2:24]1)(=[O:22])[CH3:21], predict the reaction product. The product is: [C:20]([N:23]1[CH2:28][CH2:27][CH2:26][CH:25]([C:29]2[CH:30]=[CH:31][C:32]([C:33]([NH:19][C:3]3[CH:4]=[CH:5][C:6]([N:8]4[CH2:12][CH2:11][CH:10]([N:13]5[CH2:17][CH2:16][CH2:15][CH:14]5[CH3:18])[CH2:9]4)=[CH:7][C:2]=3[CH3:1])=[O:34])=[CH:36][CH:37]=2)[CH2:24]1)(=[O:22])[CH3:21]. (4) Given the reactants [C:1]([O:5][C:6](=[O:17])[NH:7][C@H:8]([C:11]1[CH:16]=[CH:15][CH:14]=[CH:13][CH:12]=1)[CH2:9][NH2:10])([CH3:4])([CH3:3])[CH3:2].[O:18]1[CH2:23][CH2:22][C:21](=O)[CH2:20][CH2:19]1.[BH-](OC(C)=O)(OC(C)=O)OC(C)=O.[Na+], predict the reaction product. The product is: [C:1]([O:5][C:6](=[O:17])[NH:7][C@H:8]([C:11]1[CH:12]=[CH:13][CH:14]=[CH:15][CH:16]=1)[CH2:9][NH:10][CH:21]1[CH2:22][CH2:23][O:18][CH2:19][CH2:20]1)([CH3:4])([CH3:2])[CH3:3].